From a dataset of NCI-60 drug combinations with 297,098 pairs across 59 cell lines. Regression. Given two drug SMILES strings and cell line genomic features, predict the synergy score measuring deviation from expected non-interaction effect. (1) Synergy scores: CSS=2.73, Synergy_ZIP=-2.71, Synergy_Bliss=-2.58, Synergy_Loewe=-8.96, Synergy_HSA=-0.698. Drug 1: CN(C)C1=NC(=NC(=N1)N(C)C)N(C)C. Drug 2: CCN(CC)CCNC(=O)C1=C(NC(=C1C)C=C2C3=C(C=CC(=C3)F)NC2=O)C. Cell line: LOX IMVI. (2) Drug 1: CC1CCC2CC(C(=CC=CC=CC(CC(C(=O)C(C(C(=CC(C(=O)CC(OC(=O)C3CCCCN3C(=O)C(=O)C1(O2)O)C(C)CC4CCC(C(C4)OC)OCCO)C)C)O)OC)C)C)C)OC. Drug 2: CCC1(CC2CC(C3=C(CCN(C2)C1)C4=CC=CC=C4N3)(C5=C(C=C6C(=C5)C78CCN9C7C(C=CC9)(C(C(C8N6C)(C(=O)OC)O)OC(=O)C)CC)OC)C(=O)OC)O.OS(=O)(=O)O. Cell line: HL-60(TB). Synergy scores: CSS=15.3, Synergy_ZIP=-1.73, Synergy_Bliss=1.28, Synergy_Loewe=2.79, Synergy_HSA=2.87. (3) Drug 1: C1=NC2=C(N1)C(=S)N=C(N2)N. Drug 2: C1=NNC2=C1C(=O)NC=N2. Cell line: RXF 393. Synergy scores: CSS=7.34, Synergy_ZIP=-1.61, Synergy_Bliss=0.0587, Synergy_Loewe=0.289, Synergy_HSA=0.360. (4) Drug 1: CC1C(C(CC(O1)OC2CC(OC(C2O)C)OC3=CC4=CC5=C(C(=O)C(C(C5)C(C(=O)C(C(C)O)O)OC)OC6CC(C(C(O6)C)O)OC7CC(C(C(O7)C)O)OC8CC(C(C(O8)C)O)(C)O)C(=C4C(=C3C)O)O)O)O. Drug 2: CCC1(C2=C(COC1=O)C(=O)N3CC4=CC5=C(C=CC(=C5CN(C)C)O)N=C4C3=C2)O.Cl. Cell line: TK-10. Synergy scores: CSS=59.2, Synergy_ZIP=-6.82, Synergy_Bliss=-1.65, Synergy_Loewe=0.624, Synergy_HSA=1.66. (5) Cell line: RPMI-8226. Drug 1: CS(=O)(=O)CCNCC1=CC=C(O1)C2=CC3=C(C=C2)N=CN=C3NC4=CC(=C(C=C4)OCC5=CC(=CC=C5)F)Cl. Synergy scores: CSS=-5.73, Synergy_ZIP=0.845, Synergy_Bliss=-2.68, Synergy_Loewe=-3.69, Synergy_HSA=-4.24. Drug 2: CC12CCC3C(C1CCC2OP(=O)(O)O)CCC4=C3C=CC(=C4)OC(=O)N(CCCl)CCCl.[Na+]. (6) Drug 1: CC12CCC3C(C1CCC2=O)CC(=C)C4=CC(=O)C=CC34C. Drug 2: C1=CC=C(C=C1)NC(=O)CCCCCCC(=O)NO. Cell line: HS 578T. Synergy scores: CSS=48.8, Synergy_ZIP=-1.56, Synergy_Bliss=-6.29, Synergy_Loewe=-11.7, Synergy_HSA=-5.69. (7) Drug 1: CC1CCC2CC(C(=CC=CC=CC(CC(C(=O)C(C(C(=CC(C(=O)CC(OC(=O)C3CCCCN3C(=O)C(=O)C1(O2)O)C(C)CC4CCC(C(C4)OC)OCCO)C)C)O)OC)C)C)C)OC. Drug 2: C(CN)CNCCSP(=O)(O)O. Cell line: SK-MEL-2. Synergy scores: CSS=13.4, Synergy_ZIP=1.66, Synergy_Bliss=3.67, Synergy_Loewe=11.5, Synergy_HSA=-0.520. (8) Synergy scores: CSS=17.8, Synergy_ZIP=-7.56, Synergy_Bliss=3.60, Synergy_Loewe=-6.50, Synergy_HSA=0.211. Cell line: HL-60(TB). Drug 2: C(=O)(N)NO. Drug 1: CC1=CC2C(CCC3(C2CCC3(C(=O)C)OC(=O)C)C)C4(C1=CC(=O)CC4)C. (9) Drug 1: C1CCC(C1)C(CC#N)N2C=C(C=N2)C3=C4C=CNC4=NC=N3. Drug 2: CCC(=C(C1=CC=CC=C1)C2=CC=C(C=C2)OCCN(C)C)C3=CC=CC=C3.C(C(=O)O)C(CC(=O)O)(C(=O)O)O. Cell line: HCT116. Synergy scores: CSS=0.229, Synergy_ZIP=-0.171, Synergy_Bliss=-1.44, Synergy_Loewe=-4.73, Synergy_HSA=-4.27. (10) Drug 1: C1CN(CCN1C(=O)CCBr)C(=O)CCBr. Drug 2: C1CC(=O)NC(=O)C1N2C(=O)C3=CC=CC=C3C2=O. Cell line: OVCAR3. Synergy scores: CSS=20.1, Synergy_ZIP=-3.02, Synergy_Bliss=-2.98, Synergy_Loewe=-6.40, Synergy_HSA=-3.22.